This data is from Forward reaction prediction with 1.9M reactions from USPTO patents (1976-2016). The task is: Predict the product of the given reaction. (1) Given the reactants [CH2:1]([C@H:8]([NH:41]C(=O)OC(C)(C)C)[C@@H:9]([OH:40])[CH2:10][C@@H:11]([NH:19][C:20](=[O:39])[C@@H:21]([N:26]1[CH2:30][CH2:29][N:28]([CH2:31][C:32]2[N:33]=[C:34]([CH3:37])[S:35][CH:36]=2)[C:27]1=[O:38])[C@@H:22]([CH3:25])[CH2:23][CH3:24])[CH2:12][C:13]1[CH:18]=[CH:17][CH:16]=[CH:15][CH:14]=1)[C:2]1[CH:7]=[CH:6][CH:5]=[CH:4][CH:3]=1.Cl, predict the reaction product. The product is: [NH2:41][C@@H:8]([CH2:1][C:2]1[CH:3]=[CH:4][CH:5]=[CH:6][CH:7]=1)[C@@H:9]([OH:40])[CH2:10][C@@H:11]([NH:19][C:20](=[O:39])[C@@H:21]([N:26]1[CH2:30][CH2:29][N:28]([CH2:31][C:32]2[N:33]=[C:34]([CH3:37])[S:35][CH:36]=2)[C:27]1=[O:38])[C@@H:22]([CH3:25])[CH2:23][CH3:24])[CH2:12][C:13]1[CH:18]=[CH:17][CH:16]=[CH:15][CH:14]=1. (2) Given the reactants [NH2:1][C:2]1[CH:23]=[CH:22][C:5]([CH2:6][NH:7]/[CH:8]=[C:9]2\[C:10](=[O:21])[NH:11][C:12](=[O:20])[C:13]3[C:18]\2=[CH:17][C:16]([I:19])=[CH:15][CH:14]=3)=[CH:4][C:3]=1[OH:24].CO[CH:27]1[CH2:31][CH2:30][CH:29](OC)O1.Cl.ClC1C=CN=CC=1, predict the reaction product. The product is: [OH:24][C:3]1[CH:4]=[C:5]([CH:22]=[CH:23][C:2]=1[N:1]1[CH:27]=[CH:31][CH:30]=[CH:29]1)[CH2:6][NH:7]/[CH:8]=[C:9]1\[C:10](=[O:21])[NH:11][C:12](=[O:20])[C:13]2[C:18]\1=[CH:17][C:16]([I:19])=[CH:15][CH:14]=2. (3) The product is: [Cl:1][C:2]1[C:10]2[N:9]=[C:8]([CH:11]([CH3:13])[CH3:12])[N:7]([C:20]3[CH:19]=[CH:18][CH:17]=[C:16]([O:15][CH3:14])[CH:21]=3)[C:6]=2[CH:5]=[CH:4][CH:3]=1. Given the reactants [Cl:1][C:2]1[C:10]2[N:9]=[C:8]([CH:11]([CH3:13])[CH3:12])[NH:7][C:6]=2[CH:5]=[CH:4][CH:3]=1.[CH3:14][O:15][C:16]1[CH:17]=[C:18](B(O)O)[CH:19]=[CH:20][CH:21]=1.N1C=CC=CC=1, predict the reaction product. (4) Given the reactants Br[C:2]1[C:7](=[O:8])[N:6]([CH2:9][CH:10]2[CH2:12][CH2:11]2)[C:5]2[N:13]=[CH:14][CH:15]=[CH:16][C:4]=2[N:3]=1.[F:17][C:18]1[CH:23]=[CH:22][C:21](B(O)O)=[C:20]([CH3:27])[CH:19]=1.C(=O)([O-])[O-].[Na+].[Na+].C([O-])(=O)C, predict the reaction product. The product is: [CH:10]1([CH2:9][N:6]2[C:7](=[O:8])[C:2]([C:21]3[CH:22]=[CH:23][C:18]([F:17])=[CH:19][C:20]=3[CH3:27])=[N:3][C:4]3[CH:16]=[CH:15][CH:14]=[N:13][C:5]2=3)[CH2:12][CH2:11]1. (5) The product is: [CH3:31][S:32]([O:30][C@@H:10]([CH2:9][O:8][Si:1]([C:4]([CH3:7])([CH3:6])[CH3:5])([CH3:3])[CH3:2])[C@H:11]([NH:22][C:23]([O:24][C:25]([CH3:28])([CH3:27])[CH3:26])=[O:29])[C:12]1[CH:13]=[CH:14][C:15]([C:18]([F:21])([F:19])[F:20])=[CH:16][CH:17]=1)(=[O:34])=[O:33]. Given the reactants [Si:1]([O:8][CH2:9][C@H:10]([OH:30])[C@H:11]([NH:22][C:23](=[O:29])[O:24][C:25]([CH3:28])([CH3:27])[CH3:26])[C:12]1[CH:17]=[CH:16][C:15]([C:18]([F:21])([F:20])[F:19])=[CH:14][CH:13]=1)([C:4]([CH3:7])([CH3:6])[CH3:5])([CH3:3])[CH3:2].[CH3:31][S:32](Cl)(=[O:34])=[O:33], predict the reaction product.